The task is: Predict the product of the given reaction.. This data is from Forward reaction prediction with 1.9M reactions from USPTO patents (1976-2016). (1) The product is: [CH3:1][C:2]1[N:27]([CH3:28])[C:5]2[CH:6]=[C:7]([CH2:22][OH:23])[C:8]3[CH2:9][CH2:10][C:11]4([NH:20][C:21]=3[C:4]=2[N:3]=1)[CH2:12][C:13]1[C:18](=[CH:17][CH:16]=[CH:15][CH:14]=1)[CH2:19]4. Given the reactants [CH3:1][C:2]1[N:27]([CH3:28])[C:5]2[CH:6]=[C:7]([C:22](OCC)=[O:23])[C:8]3[CH2:9][CH2:10][C:11]4([NH:20][C:21]=3[C:4]=2[N:3]=1)[CH2:19][C:18]1[C:13](=[CH:14][CH:15]=[CH:16][CH:17]=1)[CH2:12]4.[H-].C([Al+]CC(C)C)C(C)C.O.O.O.O.C([C@@H]([C@H](C([O-])=O)O)O)([O-])=O.[Na+].[K+], predict the reaction product. (2) Given the reactants [F:1][C:2]1[CH:9]=[CH:8][C:5]([CH2:6]Br)=[CH:4][CH:3]=1.[Cl-].[Li+].[C:12]([O:18][CH3:19])(=[O:17])[CH2:13][C:14]([CH3:16])=[O:15].C(N(C(C)C)CC)(C)C, predict the reaction product. The product is: [F:1][C:2]1[CH:9]=[CH:8][C:5]([CH2:6][CH:13]([C:14]([CH3:16])=[O:15])[C:12]([O:18][CH3:19])=[O:17])=[CH:4][CH:3]=1. (3) Given the reactants Br[C:2]1[C:10]2[O:9][CH:8]=[CH:7][C:6]=2[CH:5]=[C:4]([O:11][CH3:12])[CH:3]=1.[CH3:13]B(O)O.C([O-])([O-])=O.[Cs+].[Cs+], predict the reaction product. The product is: [CH3:12][O:11][C:4]1[CH:3]=[C:2]([CH3:13])[C:10]2[O:9][CH:8]=[CH:7][C:6]=2[CH:5]=1. (4) Given the reactants I[C:2]1[CH:15]=[CH:14][C:5]([O:6][CH2:7][CH2:8][N:9]2[CH2:13][CH2:12][CH2:11][CH2:10]2)=[C:4]([O:16][C:17]([F:20])([F:19])[F:18])[CH:3]=1.[Cl:21][C:22]1[CH:27]=[CH:26][C:25]([C:28]2[CH:29]=[CH:30][C:31]([C:34]#[CH:35])=[N:32][CH:33]=2)=[CH:24][CH:23]=1, predict the reaction product. The product is: [Cl:21][C:22]1[CH:23]=[CH:24][C:25]([C:28]2[CH:29]=[CH:30][C:31]([C:34]#[C:35][C:2]3[CH:15]=[CH:14][C:5]([O:6][CH2:7][CH2:8][N:9]4[CH2:13][CH2:12][CH2:11][CH2:10]4)=[C:4]([O:16][C:17]([F:20])([F:19])[F:18])[CH:3]=3)=[N:32][CH:33]=2)=[CH:26][CH:27]=1. (5) Given the reactants [NH2:1][C@H:2]([C:4]1[CH:18]=[CH:17][C:7]([C:8]([NH:10][CH:11]2[CH2:16][CH2:15][CH2:14][CH2:13][CH2:12]2)=[O:9])=[C:6]([F:19])[CH:5]=1)[CH3:3].Cl[C:21]1[N:26]=[C:25]([N:27]2[C@@H:31]([CH:32]([CH3:34])[CH3:33])[CH2:30][O:29][C:28]2=[O:35])[CH:24]=[CH:23][N:22]=1.CCN(C(C)C)C(C)C, predict the reaction product. The product is: [CH:11]1([NH:10][C:8](=[O:9])[C:7]2[CH:17]=[CH:18][C:4]([C@@H:2]([NH:1][C:21]3[N:26]=[C:25]([N:27]4[C@@H:31]([CH:32]([CH3:33])[CH3:34])[CH2:30][O:29][C:28]4=[O:35])[CH:24]=[CH:23][N:22]=3)[CH3:3])=[CH:5][C:6]=2[F:19])[CH2:16][CH2:15][CH2:14][CH2:13][CH2:12]1. (6) Given the reactants CO[C:3](=[O:20])[C:4]1[CH:9]=[C:8]([CH:10]2[CH2:14][CH2:13][CH2:12][O:11]2)[C:7]([C:15]([F:18])([F:17])[F:16])=[CH:6][C:5]=1[NH2:19].CC[N:23]([CH2:26]C)CC.[CH3:28][S:29]([NH:32]N)(=[O:31])=[O:30].[OH-:34].[Na+].Cl, predict the reaction product. The product is: [O:34]=[C:26]1[N:23]([NH:32][S:29]([CH3:28])(=[O:31])=[O:30])[C:3](=[O:20])[C:4]2[C:5](=[CH:6][C:7]([C:15]([F:16])([F:17])[F:18])=[C:8]([CH:10]3[CH2:14][CH2:13][CH2:12][O:11]3)[CH:9]=2)[NH:19]1. (7) The product is: [CH3:24][O:23][C:3]1([O:2][CH3:1])[CH2:20][CH2:19][C:18]2[C@@H:17]3[C@H:8]([C@H:9]4[C@@:13]([CH2:15][CH2:16]3)([CH3:14])[C:12](=[O:21])[C@H:11]([CH3:25])[CH2:10]4)[C@H:7]([CH3:22])[CH2:6][C:5]=2[CH2:4]1. Given the reactants [CH3:1][O:2][C:3]1([O:23][CH3:24])[CH2:20][CH2:19][C:18]2[C@@H:17]3[C@H:8]([C@H:9]4[C@@:13]([CH2:15][CH2:16]3)([CH3:14])[C:12](=[O:21])[CH2:11][CH2:10]4)[C@H:7]([CH3:22])[CH2:6][C:5]=2[CH2:4]1.[CH3:25]N1CCCN(C)C1=O.C[Si]([N-][Si](C)(C)C)(C)C.[Li+].IC.[Cl-].[NH4+], predict the reaction product. (8) Given the reactants [Cl:1][C:2]1[CH:3]=[N:4][C:5]([N:24]2[CH2:27][CH:26]([N:28]([C:30]3[CH:35]=[CH:34][C:33]([F:36])=[CH:32][C:31]=3[CH3:37])[CH3:29])[CH2:25]2)=[C:6]([CH:23]=1)[C:7]([NH:9][C:10]1([C:13]2[CH:22]=[CH:21][C:16]([C:17]([O:19]C)=[O:18])=[CH:15][CH:14]=2)[CH2:12][CH2:11]1)=[O:8].[OH-].[Na+], predict the reaction product. The product is: [Cl:1][C:2]1[CH:3]=[N:4][C:5]([N:24]2[CH2:25][CH:26]([N:28]([C:30]3[CH:35]=[CH:34][C:33]([F:36])=[CH:32][C:31]=3[CH3:37])[CH3:29])[CH2:27]2)=[C:6]([CH:23]=1)[C:7]([NH:9][C:10]1([C:13]2[CH:22]=[CH:21][C:16]([C:17]([OH:19])=[O:18])=[CH:15][CH:14]=2)[CH2:12][CH2:11]1)=[O:8]. (9) Given the reactants [NH:1]1[C:9]2[C:4](=[CH:5][CH:6]=[CH:7][CH:8]=2)[CH:3]=[CH:2]1.[C:10]([CH2:12][C:13]([O-])=[O:14])#[N:11].[K+].CS(Cl)(=O)=O.C(=O)([O-])[O-].[Na+].[Na+], predict the reaction product. The product is: [C:10]([CH2:12][C:13]([C:3]1[C:4]2[C:9](=[CH:8][CH:7]=[CH:6][CH:5]=2)[NH:1][CH:2]=1)=[O:14])#[N:11].